From a dataset of Catalyst prediction with 721,799 reactions and 888 catalyst types from USPTO. Predict which catalyst facilitates the given reaction. (1) Reactant: [Cl:1][C:2]1[N:3]=[CH:4][C:5]2[NH:10][CH:9]=[CH:8][C:6]=2[N:7]=1.[I:11]N1C(=O)CCC1=O. Product: [Cl:1][C:2]1[N:3]=[CH:4][C:5]2[NH:10][CH:9]=[C:8]([I:11])[C:6]=2[N:7]=1. The catalyst class is: 3. (2) Reactant: [OH-].[Na+].[CH:3]1([CH2:9][O:10][C:11]([C:20]2[CH:25]=[CH:24][C:23]([C@:26]3([S:44]([C:47]4[CH:52]=[CH:51][C:50]([F:53])=[CH:49][CH:48]=4)(=[O:46])=[O:45])[CH2:30][CH2:29][N:28]([C:31]([N:33]4[CH2:38][CH2:37][CH:36]([C:39]([O:41]CC)=[O:40])[CH2:35][CH2:34]4)=[O:32])[CH2:27]3)=[CH:22][CH:21]=2)([C:16]([F:19])([F:18])[F:17])[C:12]([F:15])([F:14])[F:13])[CH2:8][CH2:7][CH2:6][CH2:5][CH2:4]1.Cl. Product: [CH:3]1([CH2:9][O:10][C:11]([C:20]2[CH:21]=[CH:22][C:23]([C@:26]3([S:44]([C:47]4[CH:48]=[CH:49][C:50]([F:53])=[CH:51][CH:52]=4)(=[O:46])=[O:45])[CH2:30][CH2:29][N:28]([C:31]([N:33]4[CH2:34][CH2:35][CH:36]([C:39]([OH:41])=[O:40])[CH2:37][CH2:38]4)=[O:32])[CH2:27]3)=[CH:24][CH:25]=2)([C:12]([F:13])([F:14])[F:15])[C:16]([F:17])([F:18])[F:19])[CH2:8][CH2:7][CH2:6][CH2:5][CH2:4]1. The catalyst class is: 111. (3) Reactant: [C:1](P(C(C)(C)C)C1C=CC=CC=1C1C=CC=CC=1)(C)(C)C.ClC1[CH:31]=[CH:30][C:29]2[N:28]([CH:32]=[C:33]([C:35]3[CH:40]=[CH:39][N:38]=[CH:37][CH:36]=3)[CH3:34])[C:27]3[CH2:41][CH2:42][N:43]([CH3:45])[CH2:44][C:26]=3[C:25]=2[CH:24]=1.CC(C)([O-])C.[Na+].[CH3:52][N:53]1[CH2:58][CH2:57][NH:56][CH2:55][CH2:54]1. Product: [CH3:45][N:43]1[CH2:42][CH2:41][C:27]2[N:28](/[CH:32]=[C:33](/[C:35]3[CH:36]=[CH:37][N:38]=[CH:39][CH:40]=3)\[CH3:34])[C:29]3[CH:30]=[CH:31][C:52]([N:53]4[CH2:58][CH2:57][N:56]([CH3:1])[CH2:55][CH2:54]4)=[CH:24][C:25]=3[C:26]=2[CH2:44]1. The catalyst class is: 167.